Dataset: Reaction yield outcomes from USPTO patents with 853,638 reactions. Task: Predict the reaction yield, written as a fraction of the theoretical maximum amount of product (1.0 means a 100% yield; for example, 0.34 means a 34% yield). (1) The reactants are [N+:1]([O-:4])(O)=[O:2].[F:5][C:6]1[C:14]([F:15])=[C:13]([F:16])[CH:12]=[CH:11][C:7]=1[C:8]([OH:10])=[O:9].O. The catalyst is OS(O)(=O)=O. The product is [F:5][C:6]1[C:14]([F:15])=[C:13]([F:16])[C:12]([N+:1]([O-:4])=[O:2])=[CH:11][C:7]=1[C:8]([OH:10])=[O:9]. The yield is 0.750. (2) The reactants are CO.[H-].[Na+].[C:5]([O:12][CH3:13])(=[O:11])[CH2:6][C:7]([O:9][CH3:10])=[O:8].Br[CH2:15][C:16]1[CH:21]=[CH:20][CH:19]=[C:18]([N+:22]([O-:24])=[O:23])[C:17]=1[CH2:25]Br. The catalyst is CCOCC. The product is [CH3:10][O:9][C:7]([C:6]1([C:5]([O:12][CH3:13])=[O:11])[CH2:25][C:17]2[C:16](=[CH:21][CH:20]=[CH:19][C:18]=2[N+:22]([O-:24])=[O:23])[CH2:15]1)=[O:8]. The yield is 0.670. (3) The reactants are Cl.[SH:2][C:3]([CH3:7])([CH3:6])[CH2:4][NH2:5].C(N(CC)CC)C.[N:15]1[CH:20]=[CH:19][N:18]=[C:17]2[C:21](=[O:25])[O:22][C:23](=[O:24])[C:16]=12. The catalyst is ClCCl. The product is [CH3:6][C:3]([SH:2])([CH3:7])[CH2:4][NH:5][C:21]([C:17]1[C:16]([C:23]([OH:24])=[O:22])=[N:15][CH:20]=[CH:19][N:18]=1)=[O:25]. The yield is 0.590. (4) The reactants are [CH2:1]([N:8]1[CH2:12][CH:11]([N+:13]([O-])=O)[CH:10]([C:16]2[CH:21]=[CH:20][C:19]([Cl:22])=[CH:18][CH:17]=2)[CH2:9]1)[C:2]1[CH:7]=[CH:6][CH:5]=[CH:4][CH:3]=1. The catalyst is C1COCC1.CCOCC.[Ti](Cl)(Cl)(Cl)Cl.[Zn]. The product is [CH2:1]([N:8]1[CH2:9][CH:10]([C:16]2[CH:17]=[CH:18][C:19]([Cl:22])=[CH:20][CH:21]=2)[CH:11]([NH2:13])[CH2:12]1)[C:2]1[CH:3]=[CH:4][CH:5]=[CH:6][CH:7]=1. The yield is 0.570. (5) The reactants are C[O:2][C:3](=[O:25])[C:4]1[CH:9]=[CH:8][C:7]([O:10][CH2:11][C:12]2[C:13]([C:18]3[CH:23]=[CH:22][C:21]([F:24])=[CH:20][N:19]=3)=[N:14][O:15][C:16]=2[CH3:17])=[N:6][CH:5]=1.COC(=O)C1C=CC(OCC2C(C3C=CC=CN=3)=NOC=2C)=NC=1. No catalyst specified. The product is [F:24][C:21]1[CH:22]=[CH:23][C:18]([C:13]2[C:12]([CH2:11][O:10][C:7]3[CH:8]=[CH:9][C:4]([C:3]([OH:25])=[O:2])=[CH:5][N:6]=3)=[C:16]([CH3:17])[O:15][N:14]=2)=[N:19][CH:20]=1. The yield is 0.920. (6) The reactants are [F:1][C:2]([F:13])([F:12])[C:3]1[CH:8]=[CH:7][C:6]([C:9](=O)[CH3:10])=[CH:5][CH:4]=1.[NH2:14][C:15]([NH2:17])=[S:16]. No catalyst specified. The product is [NH2:17][C:15]1[S:16][CH:10]=[C:9]([C:6]2[CH:7]=[CH:8][C:3]([C:2]([F:13])([F:12])[F:1])=[CH:4][CH:5]=2)[N:14]=1. The yield is 0.775. (7) The reactants are [F:1][C:2]([F:15])([F:14])[S:3]([O:6]S(C(F)(F)F)(=O)=O)(=[O:5])=[O:4].[CH2:16]([O:18][C:19](=[O:23])[CH:20](O)[CH3:21])[CH3:17].N1C=CC=CC=1. The catalyst is ClCCl. The product is [F:1][C:2]([F:15])([F:14])[S:3]([O:6][CH:20]([CH3:21])[C:19]([O:18][CH2:16][CH3:17])=[O:23])(=[O:5])=[O:4]. The yield is 0.880. (8) The yield is 0.500. The product is [CH3:1][O:2][C:3]1[CH:4]=[C:5]2[C:10](=[CH:11][CH:12]=1)[CH2:9][CH:8]([NH:13][C:23](=[O:25])[CH3:24])[CH2:7][CH2:6]2. The reactants are [CH3:1][O:2][C:3]1[CH:4]=[C:5]2[C:10](=[CH:11][CH:12]=1)[CH2:9][CH:8]([NH2:13])[CH2:7][CH2:6]2.CCN(C(C)C)C(C)C.[C:23](Cl)(=[O:25])[CH3:24]. The catalyst is C(Cl)Cl.